This data is from Forward reaction prediction with 1.9M reactions from USPTO patents (1976-2016). The task is: Predict the product of the given reaction. (1) Given the reactants [C:1]([CH:4]1[CH2:13][CH2:12][C:11]2[C:6](=[CH:7][C:8]([O:14][CH3:15])=[CH:9][CH:10]=2)[C:5]1=O)(=O)[CH3:2].Cl.[CH2:18]([O:25][C:26]1[CH:31]=[CH:30][C:29]([NH:32][NH2:33])=[CH:28][CH:27]=1)[C:19]1[CH:24]=[CH:23][CH:22]=[CH:21][CH:20]=1, predict the reaction product. The product is: [CH2:18]([O:25][C:26]1[CH:27]=[CH:28][C:29]([N:32]2[C:5]3[C:6]4[CH:7]=[C:8]([O:14][CH3:15])[CH:9]=[CH:10][C:11]=4[CH2:12][CH2:13][C:4]=3[C:1]([CH3:2])=[N:33]2)=[CH:30][CH:31]=1)[C:19]1[CH:20]=[CH:21][CH:22]=[CH:23][CH:24]=1. (2) Given the reactants [CH3:1][O:2][C:3]1[CH:4]=[C:5]2[C:10](=[CH:11][C:12]=1[O:13][CH3:14])[N:9]=[CH:8][CH:7]=[C:6]2[O:15][C:16]1[CH:22]=[CH:21][C:19]([NH2:20])=[C:18]([F:23])[CH:17]=1.C(N(CC)C(C)C)(C)C.ClC(Cl)(O[C:37](=[O:43])OC(Cl)(Cl)Cl)Cl.[NH:45]1[C:49]([NH2:50])=[CH:48][CH:47]=[N:46]1.C(=O)([O-])O.[Na+], predict the reaction product. The product is: [CH3:1][O:2][C:3]1[CH:4]=[C:5]2[C:10](=[CH:11][C:12]=1[O:13][CH3:14])[N:9]=[CH:8][CH:7]=[C:6]2[O:15][C:16]1[CH:22]=[CH:21][C:19]([NH:20][C:37]([NH:50][C:49]2[NH:45][N:46]=[CH:47][CH:48]=2)=[O:43])=[C:18]([F:23])[CH:17]=1. (3) Given the reactants [C:1]([O:5][C:6]([N:8]1[CH2:12][CH2:11][C@H:10]([N:13]2[CH2:18][CH2:17][N:16](CC3C=CC=CC=3)[CH2:15][CH2:14]2)[CH2:9]1)=[O:7])([CH3:4])([CH3:3])[CH3:2].C(O)(=O)C, predict the reaction product. The product is: [C:1]([O:5][C:6]([N:8]1[CH2:12][CH2:11][C@H:10]([N:13]2[CH2:18][CH2:17][NH:16][CH2:15][CH2:14]2)[CH2:9]1)=[O:7])([CH3:4])([CH3:2])[CH3:3]. (4) Given the reactants [NH2:1][C:2]1[CH:7]=[CH:6][C:5]([CH2:8][C:9]([NH:11][CH2:12][CH2:13][CH2:14][OH:15])=[O:10])=[CH:4][C:3]=1[C:16]1[CH2:21][CH2:20][C:19]([CH3:23])([CH3:22])[CH2:18][CH:17]=1.[C:24]([C:26]1[N:27]=[C:28]([C:39]([O-])=[O:40])[N:29]([CH2:31][O:32][CH2:33][CH2:34][Si:35]([CH3:38])([CH3:37])[CH3:36])[CH:30]=1)#[N:25].[K+].C1CN([P+](Br)(N2CCCC2)N2CCCC2)CC1.F[P-](F)(F)(F)(F)F.CCN(C(C)C)C(C)C, predict the reaction product. The product is: [CH3:22][C:19]1([CH3:23])[CH2:20][CH2:21][C:16]([C:3]2[CH:4]=[C:5]([CH2:8][C:9](=[O:10])[NH:11][CH2:12][CH2:13][CH2:14][OH:15])[CH:6]=[CH:7][C:2]=2[NH:1][C:39]([C:28]2[N:29]([CH2:31][O:32][CH2:33][CH2:34][Si:35]([CH3:38])([CH3:37])[CH3:36])[CH:30]=[C:26]([C:24]#[N:25])[N:27]=2)=[O:40])=[CH:17][CH2:18]1. (5) Given the reactants [NH:1]1[C:9]2[C:4](=[CH:5][CH:6]=[CH:7][C:8]=2[CH:10]=[O:11])[CH:3]=[CH:2]1.[I:12]I.[OH-].[K+], predict the reaction product. The product is: [I:12][C:3]1[C:4]2[C:9](=[C:8]([CH:10]=[O:11])[CH:7]=[CH:6][CH:5]=2)[NH:1][CH:2]=1. (6) Given the reactants [Cl:1][C:2]1[CH:10]=[C:9]([C:11]2[N:16]=[C:15]3[N:17]([CH2:20][C:21]4[CH:22]=[C:23]5[C:28](=[CH:29][CH:30]=4)[N:27]=[CH:26][CH:25]=[CH:24]5)[N:18]=[N:19][C:14]3=[CH:13][CH:12]=2)[CH:8]=[CH:7][C:3]=1[C:4]([NH2:6])=[O:5].[OH:31]OS([O-])=O.[K+], predict the reaction product. The product is: [C:4]([C:3]1[CH:7]=[CH:8][C:9]([C:11]2[N:16]=[C:15]3[N:17]([CH2:20][C:21]4[CH:22]=[C:23]5[C:28](=[CH:29][CH:30]=4)[N+:27]([O-:31])=[CH:26][CH:25]=[CH:24]5)[N:18]=[N:19][C:14]3=[CH:13][CH:12]=2)=[CH:10][C:2]=1[Cl:1])(=[O:5])[NH2:6]. (7) Given the reactants N#N.C(NC(C)C)(C)C.CC1CCCO1.[Li]CCCC.[CH2:21]([N:28]1[CH2:32][CH2:31][CH2:30][C:29]1=[O:33])[C:22]1[CH:27]=[CH:26][CH:25]=[CH:24][CH:23]=1.[C:34](OCC)(=[O:39])[CH2:35][CH:36]([CH3:38])[CH3:37], predict the reaction product. The product is: [CH2:21]([N:28]1[CH2:32][CH2:31][C@@H:30]([C:34](=[O:39])[CH2:35][CH:36]([CH3:38])[CH3:37])[C:29]1=[O:33])[C:22]1[CH:27]=[CH:26][CH:25]=[CH:24][CH:23]=1. (8) The product is: [CH3:1][O:2][C:3]1[CH:4]=[C:5]([CH:6]=[C:7]([O:9][CH2:10][CH2:11][CH2:12][O:13][CH3:14])[CH:8]=1)[CH:15]=[O:16]. Given the reactants [CH3:1][O:2][C:3]1[CH:4]=[C:5]([CH2:15][OH:16])[CH:6]=[C:7]([O:9][CH2:10][CH2:11][CH2:12][O:13][CH3:14])[CH:8]=1.CC#N, predict the reaction product.